Dataset: NCI-60 drug combinations with 297,098 pairs across 59 cell lines. Task: Regression. Given two drug SMILES strings and cell line genomic features, predict the synergy score measuring deviation from expected non-interaction effect. (1) Drug 1: C1CCN(CC1)CCOC2=CC=C(C=C2)C(=O)C3=C(SC4=C3C=CC(=C4)O)C5=CC=C(C=C5)O. Drug 2: CC(C)(C#N)C1=CC(=CC(=C1)CN2C=NC=N2)C(C)(C)C#N. Cell line: SF-539. Synergy scores: CSS=1.26, Synergy_ZIP=0.938, Synergy_Bliss=0.457, Synergy_Loewe=-2.42, Synergy_HSA=-3.54. (2) Drug 2: C1=NC2=C(N=C(N=C2N1C3C(C(C(O3)CO)O)O)F)N. Cell line: MALME-3M. Synergy scores: CSS=7.23, Synergy_ZIP=-1.13, Synergy_Bliss=1.17, Synergy_Loewe=-2.56, Synergy_HSA=0.841. Drug 1: C1CC(=O)NC(=O)C1N2CC3=C(C2=O)C=CC=C3N. (3) Drug 1: CC1C(C(CC(O1)OC2CC(CC3=C2C(=C4C(=C3O)C(=O)C5=C(C4=O)C(=CC=C5)OC)O)(C(=O)CO)O)N)O.Cl. Drug 2: CC1OCC2C(O1)C(C(C(O2)OC3C4COC(=O)C4C(C5=CC6=C(C=C35)OCO6)C7=CC(=C(C(=C7)OC)O)OC)O)O. Cell line: HCC-2998. Synergy scores: CSS=40.6, Synergy_ZIP=0.619, Synergy_Bliss=1.51, Synergy_Loewe=1.79, Synergy_HSA=5.92.